The task is: Regression. Given a peptide amino acid sequence and an MHC pseudo amino acid sequence, predict their binding affinity value. This is MHC class I binding data.. This data is from Peptide-MHC class I binding affinity with 185,985 pairs from IEDB/IMGT. The MHC is HLA-A01:01 with pseudo-sequence HLA-A01:01. The peptide sequence is LRAEDTAVY. The binding affinity (normalized) is 0.135.